Dataset: Reaction yield outcomes from USPTO patents with 853,638 reactions. Task: Predict the reaction yield, written as a fraction of the theoretical maximum amount of product (1.0 means a 100% yield; for example, 0.34 means a 34% yield). (1) The reactants are [CH3:1][O:2][C:3]([C:5]1[CH:11]=[CH:10][C:8]([OH:9])=[CH:7][CH:6]=1)=[O:4].C([O-])([O-])=O.[K+].[K+].[F:18][C:19]1[CH:26]=[CH:25][CH:24]=[CH:23][C:20]=1[CH2:21]Br. The catalyst is C(#N)C. The product is [F:18][C:19]1[CH:26]=[CH:25][CH:24]=[CH:23][C:20]=1[CH2:21][O:9][C:8]1[CH:10]=[CH:11][C:5]([C:3]([O:2][CH3:1])=[O:4])=[CH:6][CH:7]=1. The yield is 0.870. (2) The reactants are [Cl:1][C:2]1[CH:3]=[C:4]([CH:8]([CH2:15][N+:16]([O-])=O)[CH2:9][C:10]([O:12][CH2:13][CH3:14])=[O:11])[CH:5]=[CH:6][CH:7]=1. The catalyst is C(O)C.[Ni]. The product is [NH2:16][CH2:15][CH:8]([C:4]1[CH:5]=[CH:6][CH:7]=[C:2]([Cl:1])[CH:3]=1)[CH2:9][C:10]([O:12][CH2:13][CH3:14])=[O:11]. The yield is 0.780. (3) The reactants are C(OC([N:8]1[CH2:13][CH2:12][CH:11]([C:14]2[CH:35]=[CH:34][C:17]3[C:18]4[N:22]([CH2:23][CH2:24][O:25][C:16]=3[CH:15]=2)[CH:21]=[C:20]([C:26]2[N:27]([CH:31]([CH3:33])[CH3:32])[N:28]=[CH:29][N:30]=2)[N:19]=4)[CH2:10][CH2:9]1)=O)(C)(C)C.[C:36]([OH:42])([C:38]([F:41])([F:40])[F:39])=[O:37]. The catalyst is C(Cl)Cl. The product is [F:39][C:38]([F:41])([F:40])[C:36]([OH:42])=[O:37].[CH:31]([N:27]1[C:26]([C:20]2[N:19]=[C:18]3[N:22]([CH2:23][CH2:24][O:25][C:16]4[CH:15]=[C:14]([CH:11]5[CH2:12][CH2:13][NH:8][CH2:9][CH2:10]5)[CH:35]=[CH:34][C:17]=43)[CH:21]=2)=[N:30][CH:29]=[N:28]1)([CH3:33])[CH3:32]. The yield is 1.00. (4) The reactants are Cl.[NH2:2][C@@H:3]([CH2:8][NH:9][C:10]([O:12][C:13]([CH3:16])([CH3:15])[CH3:14])=[O:11])[C:4]([O:6][CH3:7])=[O:5].Cl[CH2:18][CH2:19][N:20]([CH2:32][CH2:33]Cl)[CH2:21][C:22]1[CH:27]=[CH:26][C:25]([C:28]([F:31])([F:30])[F:29])=[CH:24][CH:23]=1. The catalyst is C(N(CC)C(C)C)(C)C. The product is [C:13]([O:12][C:10]([NH:9][CH2:8][C@H:3]([N:2]1[CH2:18][CH2:19][N:20]([CH2:21][C:22]2[CH:23]=[CH:24][C:25]([C:28]([F:29])([F:31])[F:30])=[CH:26][CH:27]=2)[CH2:32][CH2:33]1)[C:4]([O:6][CH3:7])=[O:5])=[O:11])([CH3:16])([CH3:15])[CH3:14]. The yield is 0.550. (5) The reactants are [N+:1]([C:4]1[CH:9]=[CH:8][C:7]([C:10]2[CH:15]=[CH:14][C:13]([S:16]([NH:19][C@H:20]([C:24]([O:26][CH3:27])=[O:25])[CH:21]([CH3:23])[CH3:22])(=[O:18])=[O:17])=[CH:12][CH:11]=2)=[CH:6][CH:5]=1)([O-])=O.Cl. The catalyst is C(O)C.[Fe]. The product is [NH2:1][C:4]1[CH:9]=[CH:8][C:7]([C:10]2[CH:11]=[CH:12][C:13]([S:16]([NH:19][C@H:20]([C:24]([O:26][CH3:27])=[O:25])[CH:21]([CH3:23])[CH3:22])(=[O:18])=[O:17])=[CH:14][CH:15]=2)=[CH:6][CH:5]=1. The yield is 0.920.